From a dataset of Peptide-MHC class II binding affinity with 134,281 pairs from IEDB. Regression. Given a peptide amino acid sequence and an MHC pseudo amino acid sequence, predict their binding affinity value. This is MHC class II binding data. (1) The peptide sequence is MENRWQVMIVWQVDR. The MHC is DRB1_1602 with pseudo-sequence DRB1_1602. The binding affinity (normalized) is 0.351. (2) The peptide sequence is FRNQWLLESDHLISE. The MHC is DRB1_0802 with pseudo-sequence DRB1_0802. The binding affinity (normalized) is 0.118. (3) The peptide sequence is EKKYFAATCFEPLAA. The MHC is HLA-DQA10101-DQB10501 with pseudo-sequence HLA-DQA10101-DQB10501. The binding affinity (normalized) is 0.477. (4) The MHC is HLA-DPA10201-DPB11401 with pseudo-sequence HLA-DPA10201-DPB11401. The peptide sequence is TPGQCNMVVERLGDY. The binding affinity (normalized) is 0.0527. (5) The peptide sequence is GMMMGMFNMLSTVLG. The MHC is DRB1_0701 with pseudo-sequence DRB1_0701. The binding affinity (normalized) is 0.360. (6) The peptide sequence is VAISRYLGKQFGLSG. The MHC is DRB1_0701 with pseudo-sequence DRB1_0701. The binding affinity (normalized) is 0.309. (7) The peptide sequence is KPIFHFVGTSTFSEY. The MHC is DRB1_0401 with pseudo-sequence DRB1_0401. The binding affinity (normalized) is 0.800. (8) The peptide sequence is ALPTVEVVAAAADEV. The MHC is DRB1_0405 with pseudo-sequence DRB1_0405. The binding affinity (normalized) is 0.622. (9) The peptide sequence is GNEPMYAQVRKPKSR. The MHC is DRB1_0901 with pseudo-sequence DRB1_0901. The binding affinity (normalized) is 0.0708.